Dataset: Full USPTO retrosynthesis dataset with 1.9M reactions from patents (1976-2016). Task: Predict the reactants needed to synthesize the given product. (1) Given the product [F:1][C:2]1[CH:3]=[N+:4]([O-:8])[CH:5]=[CH:6][C:7]=1[N+:9]([O-:11])=[O:10], predict the reactants needed to synthesize it. The reactants are: [F:1][C:2]1[CH:3]=[N+:4]([O-:8])[CH:5]=[CH:6][CH:7]=1.[N+:9]([O-])([OH:11])=[O:10]. (2) Given the product [Si:1]([O:18][CH2:19][C:20]1[N:21]=[C:22]([C:39]([C:41]2[S:42][CH:43]=[C:44]([CH3:46])[N:45]=2)=[O:40])[C:23]([F:35])=[C:24]([Cl:34])[C:25]=1[N:26]1[CH2:31][C@H:30]([CH3:32])[O:29][C@H:28]([CH3:33])[CH2:27]1)([C:14]([CH3:17])([CH3:15])[CH3:16])([C:8]1[CH:13]=[CH:12][CH:11]=[CH:10][CH:9]=1)[C:2]1[CH:3]=[CH:4][CH:5]=[CH:6][CH:7]=1, predict the reactants needed to synthesize it. The reactants are: [Si:1]([O:18][CH2:19][C:20]1[C:25]([N:26]2[CH2:31][C@H:30]([CH3:32])[O:29][C@H:28]([CH3:33])[CH2:27]2)=[C:24]([Cl:34])[C:23]([F:35])=[CH:22][N:21]=1)([C:14]([CH3:17])([CH3:16])[CH3:15])([C:8]1[CH:13]=[CH:12][CH:11]=[CH:10][CH:9]=1)[C:2]1[CH:7]=[CH:6][CH:5]=[CH:4][CH:3]=1.CON(C)[C:39]([C:41]1[S:42][CH:43]=[C:44]([CH3:46])[N:45]=1)=[O:40]. (3) The reactants are: C(OC([N:8]1[CH2:13][CH2:12][C:11]([C:15]2[S:19][C:18]3[CH:20]=[C:21]([O:24][CH3:25])[CH:22]=[CH:23][C:17]=3[CH:16]=2)(O)[CH2:10][CH2:9]1)=O)(C)(C)C.FC(F)(F)C(O)=O. Given the product [CH3:25][O:24][C:21]1[CH:22]=[CH:23][C:17]2[CH:16]=[C:15]([C:11]3[CH2:12][CH2:13][NH:8][CH2:9][CH:10]=3)[S:19][C:18]=2[CH:20]=1, predict the reactants needed to synthesize it. (4) Given the product [CH3:23][C:24]1[CH:29]=[C:28]([N+:30]([O-:32])=[O:31])[CH:27]=[CH:26][C:25]=1[N:33]=[C:34]1[NH:8][C@@H:3]([CH2:4][CH:5]([CH3:7])[CH3:6])[CH2:2][S:35]1, predict the reactants needed to synthesize it. The reactants are: O[CH2:2][C@@H:3]([NH2:8])[CH2:4][CH:5]([CH3:7])[CH3:6].COC(=O)[C@H](CC(C)C)N.OCCN.[CH3:23][C:24]1[CH:29]=[C:28]([N+:30]([O-:32])=[O:31])[CH:27]=[CH:26][C:25]=1[N:33]=[C:34]=[S:35].